From a dataset of Catalyst prediction with 721,799 reactions and 888 catalyst types from USPTO. Predict which catalyst facilitates the given reaction. (1) Reactant: [I:1][C:2]1[CH:12]=[CH:11][CH:10]=[CH:9][C:3]=1[CH2:4][S:5][C:6](=N)N.[OH-].[Na+].COS(OC)(=O)=O. Product: [I:1][C:2]1[CH:12]=[CH:11][CH:10]=[CH:9][C:3]=1[CH2:4][S:5][CH3:6]. The catalyst class is: 6. (2) Reactant: [Br:1][C:2]1[C:10]([CH3:11])=[CH:9][CH:8]=[CH:7][C:3]=1[C:4]([OH:6])=[O:5].[C:12]1(C)C=CC(S(O)(=O)=O)=CC=1. Product: [Br:1][C:2]1[C:10]([CH3:11])=[CH:9][CH:8]=[CH:7][C:3]=1[C:4]([O:6][CH3:12])=[O:5]. The catalyst class is: 5. (3) Product: [CH3:1][N:2]([CH3:33])[C:3]([N:5]1[C:14]2[C:9](=[CH:10][CH:11]=[CH:12][CH:13]=2)[C:8]2([CH2:15][CH2:16][N:17]([CH:20]3[CH2:25][CH2:24][NH:23][CH2:22][CH2:21]3)[CH2:18][CH2:19]2)[CH2:7][CH2:6]1)=[O:4]. The catalyst class is: 545. Reactant: [CH3:1][N:2]([CH3:33])[C:3]([N:5]1[C:14]2[C:9](=[CH:10][CH:11]=[CH:12][CH:13]=2)[C:8]2([CH2:19][CH2:18][N:17]([CH:20]3[CH2:25][CH2:24][N:23](C(OC(C)(C)C)=O)[CH2:22][CH2:21]3)[CH2:16][CH2:15]2)[CH2:7][CH2:6]1)=[O:4].C(O)(C(F)(F)F)=O. (4) Reactant: [NH2:1][C:2]1[C:11]2[N:12]=[C:13]([CH2:19][O:20][CH2:21][CH3:22])[N:14]([NH:15][CH:16]([CH3:18])[CH3:17])[C:10]=2[C:9]2[CH:8]=[CH:7][C:6]([O:23][CH2:24][CH2:25][CH2:26][NH:27]C(=O)OC(C)(C)C)=[CH:5][C:4]=2[N:3]=1.Cl.[OH-].[Na+]. Product: [NH2:27][CH2:26][CH2:25][CH2:24][O:23][C:6]1[CH:7]=[CH:8][C:9]2[C:10]3[N:14]([NH:15][CH:16]([CH3:17])[CH3:18])[C:13]([CH2:19][O:20][CH2:21][CH3:22])=[N:12][C:11]=3[C:2]([NH2:1])=[N:3][C:4]=2[CH:5]=1. The catalyst class is: 40.